From a dataset of HIV replication inhibition screening data with 41,000+ compounds from the AIDS Antiviral Screen. Binary Classification. Given a drug SMILES string, predict its activity (active/inactive) in a high-throughput screening assay against a specified biological target. The result is 0 (inactive). The compound is COc1ccc(C=C2CN(C)Cc3c2nc(O)c(C#N)c3-c2ccc(OC)cc2)cc1.